Dataset: Forward reaction prediction with 1.9M reactions from USPTO patents (1976-2016). Task: Predict the product of the given reaction. (1) Given the reactants [CH3:1][O:2][C:3]1[CH:22]=[C:21]([N+:23]([O-])=O)[CH:20]=[CH:19][C:4]=1[O:5][CH2:6][C:7]([CH3:18])([O:9][CH2:10][O:11][CH2:12][CH2:13][Si:14]([CH3:17])([CH3:16])[CH3:15])[CH3:8], predict the reaction product. The product is: [CH3:1][O:2][C:3]1[CH:22]=[C:21]([CH:20]=[CH:19][C:4]=1[O:5][CH2:6][C:7]([CH3:18])([O:9][CH2:10][O:11][CH2:12][CH2:13][Si:14]([CH3:16])([CH3:15])[CH3:17])[CH3:8])[NH2:23]. (2) Given the reactants Cl.Cl.[NH:3]1[C:7]2[CH2:8][CH2:9][CH:10]([NH2:12])[CH2:11][C:6]=2[N:5]=[CH:4]1.C(=O)(O)[O-:14].[Na+].[CH2:18]([C@:25]([C:39]([OH:41])=[O:40])([OH:38])[C@:26]([CH2:31][C:32]1[CH:37]=[CH:36][CH:35]=[CH:34][CH:33]=1)([OH:30])[C:27]([OH:29])=[O:28])[C:19]1[CH:24]=[CH:23][CH:22]=[CH:21][CH:20]=1.[OH2:42], predict the reaction product. The product is: [C:31]([C@:26]([C:27]([OH:29])=[O:28])([OH:30])[C@:25]([C:18](=[O:14])[C:19]1[CH:24]=[CH:23][CH:22]=[CH:21][CH:20]=1)([OH:38])[C:39]([OH:41])=[O:40])(=[O:42])[C:32]1[CH:33]=[CH:34][CH:35]=[CH:36][CH:37]=1.[N:3]1[C:7]2[CH2:8][CH2:9][CH:10]([NH2:12])[CH2:11][C:6]=2[NH:5][CH:4]=1. (3) Given the reactants [C:1]([O:5][C:6](=[O:24])[CH2:7][C:8](=[O:23])[CH2:9][CH2:10][C:11]1[CH:16]=[CH:15][C:14]([C:17]2[CH:22]=[CH:21][CH:20]=[CH:19][CH:18]=2)=[CH:13][CH:12]=1)([CH3:4])([CH3:3])[CH3:2].[H-].[Na+].[CH3:27]I.Cl, predict the reaction product. The product is: [C:1]([O:5][C:6](=[O:24])[CH:7]([CH3:27])[C:8](=[O:23])[CH2:9][CH2:10][C:11]1[CH:12]=[CH:13][C:14]([C:17]2[CH:18]=[CH:19][CH:20]=[CH:21][CH:22]=2)=[CH:15][CH:16]=1)([CH3:4])([CH3:2])[CH3:3]. (4) Given the reactants [F:1][C:2]1[CH:31]=[CH:30][C:5]([C:6]([NH:8][C:9]2[C:10]([CH3:29])=[C:11]([CH3:28])[C:12]3[O:16][C:15]([CH3:18])([CH3:17])[CH:14]([C:19]4[CH:24]=[CH:23][C:22]([CH3:25])=[CH:21][CH:20]=4)[C:13]=3[C:26]=2[CH3:27])=O)=[CH:4][CH:3]=1, predict the reaction product. The product is: [F:1][C:2]1[CH:3]=[CH:4][C:5]([CH2:6][NH:8][C:9]2[C:10]([CH3:29])=[C:11]([CH3:28])[C:12]3[O:16][C:15]([CH3:18])([CH3:17])[CH:14]([C:19]4[CH:24]=[CH:23][C:22]([CH3:25])=[CH:21][CH:20]=4)[C:13]=3[C:26]=2[CH3:27])=[CH:30][CH:31]=1. (5) Given the reactants [Si](OC[C@@H]1C(C)=CC(=O)CN1C(OC(C)(C)C)=O)(C(C)(C)C)(C)C.[Si:25]([O:32][CH2:33][C@H:34]1[N:39]([C:40]([O:42][C:43]([CH3:46])([CH3:45])[CH3:44])=[O:41])[CH2:38][C:37]([O:47][Si](C)(C)C)=[CH:36][CH:35]1[CH:52]([CH3:54])[CH3:53])([C:28]([CH3:31])([CH3:30])[CH3:29])([CH3:27])[CH3:26], predict the reaction product. The product is: [Si:25]([O:32][CH2:33][C@@H:34]1[C:35]([CH:52]([CH3:54])[CH3:53])=[CH:36][C:37](=[O:47])[CH2:38][N:39]1[C:40]([O:42][C:43]([CH3:45])([CH3:44])[CH3:46])=[O:41])([C:28]([CH3:29])([CH3:30])[CH3:31])([CH3:27])[CH3:26]. (6) Given the reactants [CH3:1][O:2][C:3]1[CH:4]=[C:5]([C:11](=O)[C:12]([CH3:18])([CH3:17])[C:13]([O:15]C)=O)[CH:6]=[CH:7][C:8]=1[O:9][CH3:10].Cl.Cl.[NH:22]1[CH2:27][CH2:26][CH:25]([NH:28][NH2:29])[CH2:24][CH2:23]1, predict the reaction product. The product is: [CH3:1][O:2][C:3]1[CH:4]=[C:5]([C:11]2[C:12]([CH3:18])([CH3:17])[C:13](=[O:15])[N:28]([CH:25]3[CH2:26][CH2:27][NH:22][CH2:23][CH2:24]3)[N:29]=2)[CH:6]=[CH:7][C:8]=1[O:9][CH3:10]. (7) Given the reactants [H-].[Al+3].[Li+].[H-].[H-].[H-].[Cl:7][C:8]1[CH:18]=[C:17]([N+:19]([O-])=O)[C:11]2[NH:12][C:13](=[O:16])[CH2:14][O:15][C:10]=2[CH:9]=1, predict the reaction product. The product is: [NH2:19][C:17]1[C:11]2[NH:12][C:13](=[O:16])[CH2:14][O:15][C:10]=2[CH:9]=[C:8]([Cl:7])[CH:18]=1.